This data is from Forward reaction prediction with 1.9M reactions from USPTO patents (1976-2016). The task is: Predict the product of the given reaction. (1) Given the reactants Cl[C:2]1[C:3]2[S:10][C:9]([CH3:11])=[CH:8][C:4]=2[N:5]=[CH:6][N:7]=1.[CH3:12][C:13]1[CH:18]=[CH:17][C:16]([S:19]([NH:22][C:23]2[CH:28]=[CH:27][C:26](B3OC(C)(C)C(C)(C)O3)=[CH:25][CH:24]=2)(=[O:21])=[O:20])=[CH:15][CH:14]=1.C(=O)([O-])[O-].[K+].[K+], predict the reaction product. The product is: [CH3:12][C:13]1[CH:14]=[CH:15][C:16]([S:19]([NH:22][C:23]2[CH:24]=[CH:25][C:26]([C:2]3[C:3]4[S:10][C:9]([CH3:11])=[CH:8][C:4]=4[N:5]=[CH:6][N:7]=3)=[CH:27][CH:28]=2)(=[O:21])=[O:20])=[CH:17][CH:18]=1. (2) Given the reactants Cl[CH2:2][C:3]1[CH:4]=[C:5]2[C:10](=[CH:11][CH:12]=1)[N:9]=[C:8]([S:13]([CH3:16])(=[O:15])=[O:14])[CH:7]=[CH:6]2.C[Sn](C)(C)[C:19]1[CH:20]=[C:21]([CH:26]=[CH:27][N:28]=1)[C:22]([O:24][CH3:25])=[O:23], predict the reaction product. The product is: [CH3:16][S:13]([C:8]1[CH:7]=[CH:6][C:5]2[C:10](=[CH:11][CH:12]=[C:3]([CH2:2][C:19]3[CH:20]=[C:21]([CH:26]=[CH:27][N:28]=3)[C:22]([O:24][CH3:25])=[O:23])[CH:4]=2)[N:9]=1)(=[O:15])=[O:14]. (3) Given the reactants [Si]([O:8][CH2:9][CH2:10][CH2:11][N:12]1[C:20](=[O:21])[C:19]2[N:18]([CH2:22][C:23]3[CH:28]=[CH:27][C:26]([Cl:29])=[CH:25][CH:24]=3)[C:17]([O:30][CH2:31][CH2:32][N:33]3[CH2:38][CH2:37][O:36][CH2:35][CH2:34]3)=[N:16][C:15]=2[N:14]([CH3:39])[C:13]1=[O:40])(C(C)(C)C)(C)C.Cl, predict the reaction product. The product is: [ClH:29].[Cl:29][C:26]1[CH:25]=[CH:24][C:23]([CH2:22][N:18]2[C:19]3[C:20](=[O:21])[N:12]([CH2:11][CH2:10][CH2:9][OH:8])[C:13](=[O:40])[N:14]([CH3:39])[C:15]=3[N:16]=[C:17]2[O:30][CH2:31][CH2:32][N:33]2[CH2:34][CH2:35][O:36][CH2:37][CH2:38]2)=[CH:28][CH:27]=1. (4) Given the reactants Cl.[Cl:2][C:3]1[CH:8]=[CH:7][C:6]([C@H:9]([NH2:12])[CH2:10][CH3:11])=[C:5]([F:13])[C:4]=1[O:14][C:15]1[CH:20]=[CH:19][CH:18]=[CH:17][CH:16]=1.C(N(CC)CC)C.Cl[C:29]1[C:34]([C:35](=O)[CH3:36])=[CH:33][CH:32]=[CH:31][N:30]=1.C(O)(=[O:40])C.C(O[BH-](OC(=O)C)OC(=O)C)(=O)C.[Na+].[OH-].[Na+], predict the reaction product. The product is: [ClH:2].[Cl:2][C:3]1[CH:8]=[CH:7][C:6]([C@H:9]([NH:12][C@@H:35]([C:34]2[C:29](=[O:40])[NH:30][CH:31]=[CH:32][CH:33]=2)[CH3:36])[CH2:10][CH3:11])=[C:5]([F:13])[C:4]=1[O:14][C:15]1[CH:16]=[CH:17][CH:18]=[CH:19][CH:20]=1.